Dataset: Full USPTO retrosynthesis dataset with 1.9M reactions from patents (1976-2016). Task: Predict the reactants needed to synthesize the given product. (1) Given the product [C:29]([C:31]1[CH:36]=[CH:35][C:34]([CH2:37][CH2:38][O:20][C:21]2[CH:26]=[C:25]([OH:27])[CH:24]=[C:23]([CH3:28])[CH:22]=2)=[CH:33][CH:32]=1)#[N:30], predict the reactants needed to synthesize it. The reactants are: C1(P(C2C=CC=CC=2)C2C=CC=CC=2)C=CC=CC=1.[OH:20][C:21]1[CH:22]=[C:23]([CH3:28])[CH:24]=[C:25]([OH:27])[CH:26]=1.[C:29]([C:31]1[CH:36]=[CH:35][C:34]([CH2:37][CH2:38]O)=[CH:33][CH:32]=1)#[N:30].CCOC(/N=N/C(OCC)=O)=O. (2) The reactants are: Cl[C:2]1[CH:3]=[CH:4][C:5]2[N:6]([C:8]([C:11]3[CH:16]=[C:15]([O:17][CH3:18])[CH:14]=[CH:13][C:12]=3[O:19][CH3:20])=[N:9][N:10]=2)[N:7]=1.[CH3:21][O:22][C:23]1[CH:28]=[CH:27][C:26](B(O)O)=[CH:25][C:24]=1[O:32][C@H:33]1[CH2:37][CH2:36][O:35][CH2:34]1.C([O-])([O-])=O.[Na+].[Na+]. Given the product [CH3:20][O:19][C:12]1[CH:13]=[CH:14][C:15]([O:17][CH3:18])=[CH:16][C:11]=1[C:8]1[N:6]2[N:7]=[C:2]([C:26]3[CH:27]=[CH:28][C:23]([O:22][CH3:21])=[C:24]([O:32][C@H:33]4[CH2:37][CH2:36][O:35][CH2:34]4)[CH:25]=3)[CH:3]=[CH:4][C:5]2=[N:10][N:9]=1, predict the reactants needed to synthesize it. (3) Given the product [I:1][CH:4]([O:6][C:7](=[O:11])[CH:8]([CH3:10])[CH3:9])[CH3:5], predict the reactants needed to synthesize it. The reactants are: [I-:1].[Na+].Cl[CH:4]([O:6][C:7](=[O:11])[CH:8]([CH3:10])[CH3:9])[CH3:5]. (4) Given the product [C:46]([OH:53])(=[O:52])/[CH:47]=[CH:48]/[C:49]([OH:51])=[O:50].[C:36]1([S:42]([N:1]2[C:5]3[CH:6]=[CH:7][CH:8]=[CH:9][C:4]=3[N:3]=[C:2]2[CH2:10][C:11]2[CH:28]=[CH:27][C:14]([C:15]([N:17]3[CH2:21][CH2:20][C@H:19]([N:22]4[CH2:26][CH2:25][CH2:24][CH2:23]4)[CH2:18]3)=[O:16])=[CH:13][CH:12]=2)(=[O:44])=[O:43])[CH:41]=[CH:40][CH:39]=[CH:38][CH:37]=1, predict the reactants needed to synthesize it. The reactants are: [NH:1]1[C:5]2[CH:6]=[CH:7][CH:8]=[CH:9][C:4]=2[N:3]=[C:2]1[CH2:10][C:11]1[CH:28]=[CH:27][C:14]([C:15]([N:17]2[CH2:21][CH2:20][C@H:19]([N:22]3[CH2:26][CH2:25][CH2:24][CH2:23]3)[CH2:18]2)=[O:16])=[CH:13][CH:12]=1.C(N(CC)CC)C.[C:36]1([S:42](Cl)(=[O:44])=[O:43])[CH:41]=[CH:40][CH:39]=[CH:38][CH:37]=1.[C:46]([OH:53])(=[O:52])/[CH:47]=[CH:48]/[C:49]([OH:51])=[O:50]. (5) Given the product [C:1]([O:5][C:6]([NH:7][NH:8][CH2:18][C:19]#[C:20][C:21]1[CH:22]=[N:23][CH:24]=[CH:25][CH:26]=1)=[O:9])([CH3:4])([CH3:3])[CH3:2], predict the reactants needed to synthesize it. The reactants are: [C:1]([O:5][C:6](=[O:9])[NH:7][NH2:8])([CH3:4])([CH3:3])[CH3:2].C(=O)([O-])[O-].[K+].[K+].Br.Br[CH2:18][C:19]#[C:20][C:21]1[CH:22]=[N:23][CH:24]=[CH:25][CH:26]=1. (6) Given the product [Cl:11][C:12]1[N:17]=[C:16]([O:10][C:3]2[C:4]([O:8][CH3:9])=[CH:5][CH:6]=[CH:7][C:2]=2[F:1])[C:15]([Cl:19])=[CH:14][N:13]=1, predict the reactants needed to synthesize it. The reactants are: [F:1][C:2]1[CH:7]=[CH:6][CH:5]=[C:4]([O:8][CH3:9])[C:3]=1[OH:10].[Cl:11][C:12]1[N:17]=[C:16](Cl)[C:15]([Cl:19])=[CH:14][N:13]=1.